This data is from Full USPTO retrosynthesis dataset with 1.9M reactions from patents (1976-2016). The task is: Predict the reactants needed to synthesize the given product. (1) The reactants are: [C:1]([C:3]1[CH:4]=[CH:5][CH:6]=[C:7]2[C:11]=1[N:10]([CH2:12][CH2:13][O:14][CH3:15])[CH:9]=[C:8]2[C:16]([OH:18])=O)#[N:2].Cl.[F:20][C:21]([F:40])([F:39])[C:22]([NH:24][CH2:25][C:26]1[CH:31]=[CH:30][C:29]([F:32])=[C:28]([CH:33]2[CH2:38][CH2:37][NH:36][CH2:35][CH2:34]2)[CH:27]=1)=[O:23]. Given the product [C:1]([C:3]1[CH:4]=[CH:5][CH:6]=[C:7]2[C:11]=1[N:10]([CH2:12][CH2:13][O:14][CH3:15])[CH:9]=[C:8]2[C:16]([N:36]1[CH2:37][CH2:38][CH:33]([C:28]2[CH:27]=[C:26]([CH:31]=[CH:30][C:29]=2[F:32])[CH2:25][NH:24][C:22](=[O:23])[C:21]([F:40])([F:39])[F:20])[CH2:34][CH2:35]1)=[O:18])#[N:2], predict the reactants needed to synthesize it. (2) Given the product [CH3:3][N:4]([CH3:8])[CH2:5][CH2:6][O:7][C:29]1[N:30]=[CH:31][C:26]([C:18]2[O:19][C:20]3=[CH:21][N:22]=[CH:23][CH:24]=[C:25]3[C:17]=2[OH:16])=[CH:27][N:28]=1, predict the reactants needed to synthesize it. The reactants are: [H-].[Na+].[CH3:3][N:4]([CH3:8])[CH2:5][CH2:6][OH:7].[Si]([O:16][C:17]1[C:25]2[C:20](=[CH:21][N:22]=[CH:23][CH:24]=2)[O:19][C:18]=1[C:26]1[CH:27]=[N:28][C:29](Cl)=[N:30][CH:31]=1)(C(C)(C)C)(C)C.